Dataset: Catalyst prediction with 721,799 reactions and 888 catalyst types from USPTO. Task: Predict which catalyst facilitates the given reaction. (1) Reactant: [Br:1][C:2]1[CH:3]=[N:4][CH:5]=[CH:6][CH:7]=1.[C:8]1(=[O:13])[CH2:12][CH2:11][CH2:10][CH2:9]1.[Li]CCCC.C(N(C(C)C)CC)(C)C. Product: [Br:1][C:2]1[CH:3]=[N:4][CH:5]=[CH:6][C:7]=1[C:8]1([OH:13])[CH2:12][CH2:11][CH2:10][CH2:9]1. The catalyst class is: 1. (2) Reactant: [CH2:1]([NH:3][C:4]([NH:6][C:7]1[S:8][C:9]2[C:15]([NH:16][C:17]([C:19]3[N:24]=[CH:23][CH:22]=[CH:21][N:20]=3)=[O:18])=[CH:14][C:13]([C:25]3[CH:26]=[N:27][C:28]([N:31]4[CH2:36][CH2:35][C:34]([CH3:42])([C:37]([O:39]CC)=[O:38])[CH2:33][CH2:32]4)=[N:29][CH:30]=3)=[CH:12][C:10]=2[N:11]=1)=[O:5])[CH3:2].CC(C)([O-])C.[K+]. Product: [CH2:1]([NH:3][C:4]([NH:6][C:7]1[S:8][C:9]2[C:15]([NH:16][C:17]([C:19]3[N:20]=[CH:21][CH:22]=[CH:23][N:24]=3)=[O:18])=[CH:14][C:13]([C:25]3[CH:26]=[N:27][C:28]([N:31]4[CH2:32][CH2:33][C:34]([CH3:42])([C:37]([OH:39])=[O:38])[CH2:35][CH2:36]4)=[N:29][CH:30]=3)=[CH:12][C:10]=2[N:11]=1)=[O:5])[CH3:2]. The catalyst class is: 16. (3) Reactant: C(OC(N1CCC2C([NH:20][CH2:21][C:22]3[CH:27]=[CH:26][C:25](SC(=O)N(C)C)=[CH:24][CH:23]=3)=C(Cl)C=CC=2CC1)=O)(C)(C)C.ClC1C=CC2CCNCCC=2C=1NCC1C=CC([S:54][C:55](=[O:59])[N:56]([CH3:58])[CH3:57])=CC=1.C(OC(OC(OC(C)(C)C)=O)=O)(C)(C)C.C(N(CC)CC)C. Product: [CH3:57][N:56]([CH3:58])[C:55]([O:59][C:25]1[CH:24]=[CH:23][C:22]([C:21]#[N:20])=[CH:27][CH:26]=1)=[S:54]. The catalyst class is: 2.